Predict the product of the given reaction. From a dataset of Forward reaction prediction with 1.9M reactions from USPTO patents (1976-2016). Given the reactants [Ca].[C:2]([O:6][C:7]([NH:9][C@H:10]1[CH2:14][CH2:13][NH:12][CH2:11]1)=[O:8])([CH3:5])([CH3:4])[CH3:3].F[C:16]1[CH:21]=[CH:20][C:19]([S:22]([N:25]([CH3:27])[CH3:26])(=[O:24])=[O:23])=[CH:18][CH:17]=1.C(=O)([O-])[O-].[K+].[K+], predict the reaction product. The product is: [CH3:26][N:25]([CH3:27])[S:22]([C:19]1[CH:18]=[CH:17][C:16]([N:12]2[CH2:13][CH2:14][C@H:10]([NH:9][C:7](=[O:8])[O:6][C:2]([CH3:5])([CH3:3])[CH3:4])[CH2:11]2)=[CH:21][CH:20]=1)(=[O:23])=[O:24].